From a dataset of Full USPTO retrosynthesis dataset with 1.9M reactions from patents (1976-2016). Predict the reactants needed to synthesize the given product. (1) Given the product [CH:48]1([CH2:47][CH:46]([C:53]2[CH:54]=[CH:55][C:56]([N+:59]([O-:61])=[O:60])=[CH:57][CH:58]=2)[C:45]([NH:44][C:41]2[S:42][CH:43]=[CH:39][N:40]=2)=[O:62])[CH2:52][CH2:51][CH2:50][CH2:49]1, predict the reactants needed to synthesize it. The reactants are: NC1SC=C(C(=O)C(OCC)=O)N=1.C1(CC(C2C=CC([N+]([O-])=O)=CC=2)C(O)=O)CCCC1.C(OC(=O)C([C:39]1[N:40]=[C:41]([NH:44][C:45](=[O:62])[CH:46]([C:53]2[CH:58]=[CH:57][C:56]([N+:59]([O-:61])=[O:60])=[CH:55][CH:54]=2)[CH2:47][CH:48]2[CH2:52][CH2:51][CH2:50][CH2:49]2)[S:42][CH:43]=1)=O)C. (2) Given the product [C:1]([O:5][C:6]([N:8]1[CH2:13][CH2:12][CH:11]([CH2:14][CH2:15][O:16][C:17]2[C:22]([C:23](=[O:32])[NH:24][CH2:25][C:26]3[CH:31]=[CH:30][CH:29]=[CH:28][CH:27]=3)=[C:21]([NH:46][CH2:45][CH:42]3[CH2:43][CH2:44][C:39]4([CH2:37][CH2:38]4)[CH2:40][CH2:41]3)[N:20]=[C:19]([C:34]#[N:35])[N:18]=2)[CH2:10][CH2:9]1)=[O:7])([CH3:4])([CH3:3])[CH3:2], predict the reactants needed to synthesize it. The reactants are: [C:1]([O:5][C:6]([N:8]1[CH2:13][CH2:12][CH:11]([CH2:14][CH2:15][O:16][C:17]2[C:22]([C:23](=[O:32])[NH:24][CH2:25][C:26]3[CH:31]=[CH:30][CH:29]=[CH:28][CH:27]=3)=[C:21](Cl)[N:20]=[C:19]([C:34]#[N:35])[N:18]=2)[CH2:10][CH2:9]1)=[O:7])([CH3:4])([CH3:3])[CH3:2].Cl.[CH2:37]1[C:39]2([CH2:44][CH2:43][CH:42]([CH2:45][NH2:46])[CH2:41][CH2:40]2)[CH2:38]1.C([O-])([O-])=O.[K+].[K+]. (3) Given the product [Cl:17][C:18]1[CH:19]=[CH:20][C:21]([S:24][C:25]2[C:26]([C:2]3[CH:7]=[N:6][C:5]([S:8]([CH3:11])(=[O:10])=[O:9])=[CH:4][CH:3]=3)=[N:27][N:28]([C:30]3[CH:35]=[CH:34][C:33]([F:36])=[CH:32][N:31]=3)[CH:29]=2)=[N:22][CH:23]=1, predict the reactants needed to synthesize it. The reactants are: Br[C:2]1[CH:3]=[CH:4][C:5]([S:8]([CH3:11])(=[O:10])=[O:9])=[N:6][CH:7]=1.CC([O-])=O.[K+].[Cl:17][C:18]1[CH:19]=[CH:20][C:21]([S:24][C:25]2[C:26](I)=[N:27][N:28]([C:30]3[CH:35]=[CH:34][C:33]([F:36])=[CH:32][N:31]=3)[CH:29]=2)=[N:22][CH:23]=1.C([O-])([O-])=O.[Na+].[Na+]. (4) Given the product [CH2:17]([N:16]([CH2:19][CH3:20])[C:13]1[N:14]=[CH:15][C:10]([CH2:9][N:8]([C:5]2[CH:6]=[CH:7][C:2]([F:1])=[CH:3][CH:4]=2)[C:30](=[O:31])[C:29]([CH3:34])([CH3:33])[CH3:28])=[CH:11][CH:12]=1)[CH3:18], predict the reactants needed to synthesize it. The reactants are: [F:1][C:2]1[CH:7]=[CH:6][C:5]([NH:8][CH2:9][C:10]2[CH:11]=[CH:12][C:13]([N:16]([CH2:19][CH3:20])[CH2:17][CH3:18])=[N:14][CH:15]=2)=[CH:4][CH:3]=1.C(N(CC)CC)C.[CH3:28][C:29]([CH3:34])([CH3:33])[C:30](Cl)=[O:31]. (5) Given the product [NH2:17][C:11]1[CH:10]=[C:9]([CH:14]=[CH:13][C:12]=1[S:15][CH3:16])[C:8]([NH:7][C:4]1[CH:3]=[CH:2][C:1]([C:21]2[CH:26]=[CH:25][CH:24]=[CH:23][CH:22]=2)=[CH:6][CH:5]=1)=[O:20], predict the reactants needed to synthesize it. The reactants are: [C:1]1([C:21]2[CH:26]=[CH:25][CH:24]=[CH:23][CH:22]=2)[CH:6]=[CH:5][C:4]([NH:7][C:8](=[O:20])[C:9]2[CH:14]=[CH:13][C:12]([S:15][CH3:16])=[C:11]([N+:17]([O-])=O)[CH:10]=2)=[CH:3][CH:2]=1.CO.C1COCC1. (6) The reactants are: Br[C:2]1[CH:7]=[CH:6][C:5]([O:8][CH2:9][CH:10]([CH3:12])[CH3:11])=[C:4]([N+:13]([O-:15])=[O:14])[CH:3]=1.C([O-])(=O)C.[K+].Br[C:22]1[S:26][C:25]([C:27]([O:29][CH3:30])=[O:28])=[CH:24][CH:23]=1.C(=O)([O-])[O-].[Na+].[Na+]. Given the product [N+:13]([C:4]1[CH:3]=[C:2]([C:22]2[S:26][C:25]([C:27]([O:29][CH3:30])=[O:28])=[CH:24][CH:23]=2)[CH:7]=[CH:6][C:5]=1[O:8][CH2:9][CH:10]([CH3:12])[CH3:11])([O-:15])=[O:14], predict the reactants needed to synthesize it.